This data is from Reaction yield outcomes from USPTO patents with 853,638 reactions. The task is: Predict the reaction yield, written as a fraction of the theoretical maximum amount of product (1.0 means a 100% yield; for example, 0.34 means a 34% yield). (1) The reactants are F[C:2]1[CH:9]=[CH:8][C:7]([N+:10]([O-:12])=[O:11])=[CH:6][C:3]=1[C:4]#[N:5].C(=O)([O-])[O-].[K+].[K+].[CH2:19]1[C:22]2([CH2:25][NH:24][CH2:23]2)[CH2:21][O:20]1. The catalyst is CN(C)C=O.O. The product is [N+:10]([C:7]1[CH:8]=[CH:9][C:2]([N:24]2[CH2:25][C:22]3([CH2:19][O:20][CH2:21]3)[CH2:23]2)=[C:3]([CH:6]=1)[C:4]#[N:5])([O-:12])=[O:11]. The yield is 0.240. (2) The reactants are C(OC([C:6]1[N:11]2[N:12]=[CH:13][CH:14]=[C:10]2[N:9]=[C:8]([C:15]2[CH:20]=[CH:19][C:18]([Cl:21])=[CH:17][CH:16]=2)[CH:7]=1)=O)C.[CH3:22][Mg]Br.C([O:27][CH2:28][CH3:29])C.S(=O)(=O)(O)O. The catalyst is C(OCC)C. The product is [Cl:21][C:18]1[CH:19]=[CH:20][C:15]([C:8]2[CH:7]=[C:6]([C:28]([OH:27])([CH3:29])[CH3:22])[N:11]3[N:12]=[CH:13][CH:14]=[C:10]3[N:9]=2)=[CH:16][CH:17]=1. The yield is 0.630.